This data is from Drug-target binding data from BindingDB using Ki measurements. The task is: Regression. Given a target protein amino acid sequence and a drug SMILES string, predict the binding affinity score between them. We predict pKi (pKi = -log10(Ki in M); higher means stronger inhibition). Dataset: bindingdb_ki. (1) The target protein sequence is PQITLWQRPLVTIKIGGQLKEALLDTGADNTVLEEMSLPGRWKPKMIGGIGGFIKVRQYDQILIEICGHKVIGTVLVGPTPVNIIGRNLLTQIGCTLNF. The small molecule is Cc1ccccc1CNC(=O)[C@H]1N(C(=O)[C@@H](O)[C@H](Cc2ccccc2)NC(=O)c2cccc(O)c2C)CSC1(C)C. The pKi is 9.9. (2) The compound is CC(OS(=O)(=O)C(C)N)C(=O)O. The target protein (P04825) has sequence MTQQPQAKYRHDYRAPDYQITDIDLTFDLDAQKTVVTAVSQAVRHGASDAPLRLNGEDLKLVSVHINDEPWTAWKEEEGALVISNLPERFTLKIINEISPAANTALEGLYQSGDALCTQCEAEGFRHITYYLDRPDVLARFTTKIIADKIKYPFLLSNGNRVAQGELENGRHWVQWQDPFPKPCYLFALVAGDFDVLRDTFTTRSGREVALELYVDRGNLDRAPWAMTSLKNSMKWDEERFGLEYDLDIYMIVAVDFFNMGAMENKGLNIFNSKYVLARTDTATDKDYLDIERVIGHEYFHNWTGNRVTCRDWFQLSLKEGLTVFRDQEFSSDLGSRAVNRINNVRTMRGLQFAEDASPMAHPIRPDMVIEMNNFYTLTVYEKGAEVIRMIHTLLGEENFQKGMQLYFERHDGSAATCDDFVQAMEDASNVDLSHFRRWYSQSGTPIVTVKDDYNPETEQYTLTISQRTPATPDQAEKQPLHIPFAIELYDNEGKVIPLQ.... The pKi is 3.5.